From a dataset of Forward reaction prediction with 1.9M reactions from USPTO patents (1976-2016). Predict the product of the given reaction. Given the reactants Br[C:2]1[CH:3]=[C:4]([CH:14]([CH2:20][CH2:21][O:22][CH3:23])[C:15]([O:17][CH2:18][CH3:19])=[O:16])[CH:5]=[C:6]([Cl:13])[C:7]=1[O:8][CH2:9][CH:10]1[CH2:12][CH2:11]1.C([O-])([O-])=O.[Cs+].[Cs+].[F:30][C:31]([F:42])([F:41])[C:32]1[CH:37]=[CH:36][C:35](B(O)O)=[CH:34][CH:33]=1, predict the reaction product. The product is: [Cl:13][C:6]1[CH:5]=[C:4]([CH:14]([CH2:20][CH2:21][O:22][CH3:23])[C:15]([O:17][CH2:18][CH3:19])=[O:16])[CH:3]=[C:2]([C:35]2[CH:36]=[CH:37][C:32]([C:31]([F:42])([F:41])[F:30])=[CH:33][CH:34]=2)[C:7]=1[O:8][CH2:9][CH:10]1[CH2:12][CH2:11]1.